From a dataset of In vitro SARS-CoV-2 activity screen of 1,480 approved drugs from Prestwick library. Binary Classification. Given a drug SMILES string, predict its activity (active/inactive) in a high-throughput screening assay against a specified biological target. The compound is Cc1nc2ccccc2n1Cc1ccc(Cl)cc1. The result is 0 (inactive).